Dataset: HIV replication inhibition screening data with 41,000+ compounds from the AIDS Antiviral Screen. Task: Binary Classification. Given a drug SMILES string, predict its activity (active/inactive) in a high-throughput screening assay against a specified biological target. The result is 0 (inactive). The molecule is NNC(=S)NN=C(c1nc2ccc(Cl)cc2nc1O)C(O)c1ccc(Cl)cc1Cl.